Dataset: Full USPTO retrosynthesis dataset with 1.9M reactions from patents (1976-2016). Task: Predict the reactants needed to synthesize the given product. (1) Given the product [CH2:26]([C@H:8]([C@H:6]([OH:7])[C:5]([O:4][CH:1]([CH3:2])[CH3:3])=[O:15])[C:9]([O:11][CH:12]([CH3:14])[CH3:13])=[O:10])[C:27]1[CH:32]=[CH:31][CH:30]=[CH:29][CH:28]=1, predict the reactants needed to synthesize it. The reactants are: [CH:1]([O:4][C:5](=[O:15])[C@H:6]([CH2:8][C:9]([O:11][CH:12]([CH3:14])[CH3:13])=[O:10])[OH:7])([CH3:3])[CH3:2].C[Si]([N-][Si](C)(C)C)(C)C.[Li+].[CH2:26](Br)[C:27]1[CH:32]=[CH:31][CH:30]=[CH:29][CH:28]=1.[NH4+].[Cl-]. (2) Given the product [Cl:25][C:5]1[C:6]([CH:8]([S:17][C:18]2[CH:23]=[CH:22][C:21]([Cl:24])=[CH:20][CH:19]=2)[C:9]2[CH:14]=[C:13]([F:15])[CH:12]=[CH:11][C:10]=2[F:16])=[CH:7][C:2]([NH:26][CH:27]2[CH2:28][CH2:29][N:30]([C:33]([O:35][C:36]([CH3:39])([CH3:38])[CH3:37])=[O:34])[CH2:31][CH2:32]2)=[N:3][CH:4]=1, predict the reactants needed to synthesize it. The reactants are: Cl[C:2]1[CH:7]=[C:6]([CH:8]([S:17][C:18]2[CH:23]=[CH:22][C:21]([Cl:24])=[CH:20][CH:19]=2)[C:9]2[CH:14]=[C:13]([F:15])[CH:12]=[CH:11][C:10]=2[F:16])[C:5]([Cl:25])=[CH:4][N:3]=1.[NH2:26][CH:27]1[CH2:32][CH2:31][N:30]([C:33]([O:35][C:36]([CH3:39])([CH3:38])[CH3:37])=[O:34])[CH2:29][CH2:28]1. (3) Given the product [CH3:35][O:34][CH2:33][CH2:32][C:31]1[N:36]=[C:26]([CH:11]2[CH2:12][CH:13]([C:15]3[CH:16]=[CH:17][C:18]([CH2:21][C:22]([F:24])([F:25])[F:23])=[CH:19][CH:20]=3)[CH2:14][N:9]([C:7]([N:1]3[CH2:2][CH2:3][S:4][CH2:5][CH2:6]3)=[O:8])[CH2:10]2)[O:27][N:30]=1, predict the reactants needed to synthesize it. The reactants are: [N:1]1([C:7]([N:9]2[CH2:14][CH:13]([C:15]3[CH:20]=[CH:19][C:18]([CH2:21][C:22]([F:25])([F:24])[F:23])=[CH:17][CH:16]=3)[CH2:12][CH:11]([C:26](O)=[O:27])[CH2:10]2)=[O:8])[CH2:6][CH2:5][S:4][CH2:3][CH2:2]1.O[N:30]=[C:31]([NH2:36])[CH2:32][CH2:33][O:34][CH3:35]. (4) The reactants are: [CH3:1][O:2][CH2:3][C@@H:4]1[C@H:6](/[CH:7]=[CH:8]/[C:9](/[CH3:14])=[CH:10]/[C:11]([OH:13])=[O:12])[C@@:5]1([CH3:27])[C:15]1[CH:20]=[C:19]([CH:21]([CH3:23])[CH3:22])[CH:18]=[C:17]([CH:24]([CH3:26])[CH3:25])[CH:16]=1.COC[C@@H]1[C@@H](/C=C/C(/C)=C/C(OCC)=O)[C@]1(C)C1C=C(C(C)C)C=C(C(C)C)C=1. Given the product [CH3:1][O:2][CH2:3][C@@H:4]1[C@@H:6](/[CH:7]=[CH:8]/[C:9](/[CH3:14])=[CH:10]/[C:11]([OH:13])=[O:12])[C@:5]1([CH3:27])[C:15]1[CH:16]=[C:17]([CH:24]([CH3:25])[CH3:26])[CH:18]=[C:19]([CH:21]([CH3:23])[CH3:22])[CH:20]=1, predict the reactants needed to synthesize it. (5) The reactants are: [Br:1][C:2]1[CH:7]=[CH:6][CH:5]=[CH:4][C:3]=1[NH:8][C:9](=O)[C:10]1[CH:15]=[CH:14][C:13]([C:16]2[CH:21]=[CH:20][CH:19]=[CH:18][CH:17]=2)=[N:12][CH:11]=1.COC1C=CC(P2(SP(C3C=CC(OC)=CC=3)(=S)S2)=[S:32])=CC=1.[OH-].[Na+].CI.[C:49]1([CH3:55])C=CC=CC=1. Given the product [CH2:49]([S:32][C:9](=[N:8][C:3]1[CH:4]=[CH:5][CH:6]=[CH:7][C:2]=1[Br:1])[C:10]1[CH:15]=[CH:14][C:13]([C:16]2[CH:21]=[CH:20][CH:19]=[CH:18][CH:17]=2)=[N:12][CH:11]=1)[CH3:55], predict the reactants needed to synthesize it. (6) Given the product [ClH:62].[Br:20][C:21]1[CH:22]=[C:23]([CH:26]=[CH:27][CH:28]=1)[CH2:24][NH:25][CH2:11][C@@H:9]([OH:10])[C@@H:8]([NH:12][C:13](=[O:19])[C:51]1[CH:55]=[C:56]([CH3:58])[CH:57]=[C:49]([C:47]([N:46]([CH2:43][CH2:44][CH3:45])[CH2:59][CH2:60][CH3:61])=[O:48])[CH:50]=1)[CH2:7][CH:1]1[CH2:2][CH2:3][CH2:4][CH2:5][CH2:6]1, predict the reactants needed to synthesize it. The reactants are: [CH:1]1([CH2:7][C@H:8]([NH:12][C:13](=[O:19])OC(C)(C)C)[C@H:9]2[CH2:11][O:10]2)[CH2:6][CH2:5][CH2:4][CH2:3][CH2:2]1.[Br:20][C:21]1[CH:22]=[C:23]([CH:26]=[CH:27][CH:28]=1)[CH2:24][NH2:25].C(O)(C(F)(F)F)=O.CN1CCOCC1.[CH2:43]([N:46]([CH2:59][CH2:60][CH3:61])[C:47]([C:49]1[CH:50]=[C:51]([CH:55]=[C:56]([CH3:58])[CH:57]=1)C(O)=O)=[O:48])[CH2:44][CH3:45].[ClH:62].CN(C)CCCN=C=NCC.O.ON1C2C=CC=CC=2N=N1.Cl. (7) Given the product [CH2:1]([C@:3]1([OH:28])[C:25]2[CH:24]=[C:23]3[N:10]([CH2:11][C:12]4[C:13]3=[N:14][C:15]3[CH:16]=[C:17]([F:22])[CH:18]=[CH:19][C:20]=3[C:21]=4[CH2:32][CH2:31][CH:30]([CH3:35])[CH3:29])[C:9](=[O:26])[C:8]=2[CH2:7][O:6][C:5](=[O:27])[CH2:4]1)[CH3:2], predict the reactants needed to synthesize it. The reactants are: [CH2:1]([C@:3]1([OH:28])[C:25]2[CH:24]=[C:23]3[N:10]([CH2:11][C:12]4[C:13]3=[N:14][C:15]3[CH:16]=[C:17]([F:22])[CH:18]=[CH:19][C:20]=3[CH:21]=4)[C:9](=[O:26])[C:8]=2[CH2:7][O:6][C:5](=[O:27])[CH2:4]1)[CH3:2].[CH3:29][CH:30]([CH3:35])[CH2:31][CH2:32]C=O. (8) Given the product [CH:1]([N:4]1[C:8]([CH:9]2[CH2:14][CH2:13][N:12]([CH2:15][CH2:16][O:17][CH3:18])[CH2:11][CH2:10]2)=[CH:7][C:6]([C:19]2[CH:20]=[C:21]([C:26]([F:28])([F:29])[F:27])[C:22]([NH2:25])=[N:23][CH:24]=2)=[N:5]1)([CH3:3])[CH3:2], predict the reactants needed to synthesize it. The reactants are: [CH:1]([N:4]1[C:8]([CH:9]2[CH2:14][CH2:13][N:12]([CH:15]3[CH2:18][O:17][CH2:16]3)[CH2:11][CH2:10]2)=[CH:7][C:6]([C:19]2[CH:20]=[C:21]([C:26]([F:29])([F:28])[F:27])[C:22]([NH2:25])=[N:23][CH:24]=2)=[N:5]1)([CH3:3])[CH3:2].IC1C=C(C2CCN(CCOC)CC2)N(C(C)C)N=1. (9) Given the product [CH:1]([O:4][C:5]1[CH:13]=[CH:12][C:8]([C:9]([NH:34][CH3:33])=[O:10])=[CH:7][C:6]=1[C:14]([N:16]1[CH2:17][CH2:18][N:19]([C:22]2[CH:23]=[CH:24][C:25]([C:28]([F:29])([F:30])[F:31])=[CH:26][CH:27]=2)[CH2:20][CH2:21]1)=[O:15])([CH3:2])[CH3:3], predict the reactants needed to synthesize it. The reactants are: [CH:1]([O:4][C:5]1[CH:13]=[CH:12][C:8]([C:9](O)=[O:10])=[CH:7][C:6]=1[C:14]([N:16]1[CH2:21][CH2:20][N:19]([C:22]2[CH:27]=[CH:26][C:25]([C:28]([F:31])([F:30])[F:29])=[CH:24][CH:23]=2)[CH2:18][CH2:17]1)=[O:15])([CH3:3])[CH3:2].C1N=C[N:34](C(N2C=NC=C2)=O)[CH:33]=1.CN. (10) Given the product [CH3:1][O:2][C:3]1[CH:4]=[C:5]([C:11]2[S:15][C:14]3=[N:16][CH:17]=[C:18]([C:19]4[CH:20]=[N:21][C:22]([N:25]5[CH2:26][CH2:27][N:28]([CH3:31])[CH2:29][CH2:30]5)=[N:23][CH:24]=4)[N:13]3[N:12]=2)[CH:6]=[CH:7][C:8]=1[O:9][CH3:10], predict the reactants needed to synthesize it. The reactants are: [CH3:1][O:2][C:3]1[CH:4]=[C:5]([C:11]2[S:15][C:14]3=[N:16][CH:17]=[C:18]([C:19]4[CH:20]=[N:21][C:22]([N:25]5[CH2:30][CH2:29][NH:28][CH2:27][CH2:26]5)=[N:23][CH:24]=4)[N:13]3[N:12]=2)[CH:6]=[CH:7][C:8]=1[O:9][CH3:10].[CH3:31]CN(CC)CC.C=O.C(O)(=O)C.C([BH3-])#N.[Na+].